Predict the reactants needed to synthesize the given product. From a dataset of Full USPTO retrosynthesis dataset with 1.9M reactions from patents (1976-2016). (1) Given the product [CH2:17]([C:15]1[S:16][C:12]([CH2:10][OH:9])=[C:13]([CH3:19])[N:14]=1)[CH3:18], predict the reactants needed to synthesize it. The reactants are: [H-].[Al+3].[Li+].[H-].[H-].[H-].C([O:9][C:10]([C:12]1[S:16][C:15]([CH2:17][CH3:18])=[N:14][C:13]=1[CH3:19])=O)C.C(C(C(C([O-])=O)O)O)([O-])=O.[Na+].[K+]. (2) Given the product [CH3:18][O:11][C:10]([C:2]1[C:3]([C:7]([OH:9])=[O:8])=[N:4][CH:5]=[CH:6][N:1]=1)=[O:12], predict the reactants needed to synthesize it. The reactants are: [N:1]1[CH:6]=[CH:5][N:4]=[C:3]([C:7]([OH:9])=[O:8])[C:2]=1[C:10]([OH:12])=[O:11].OS(O)(=O)=O.[CH3:18]O. (3) Given the product [N:8]1([C:6]2[N:5]=[CH:4][N:3]=[C:2]([NH2:13])[CH:7]=2)[CH:12]=[CH:11][N:10]=[CH:9]1, predict the reactants needed to synthesize it. The reactants are: Cl[C:2]1[CH:7]=[C:6]([N:8]2[CH:12]=[CH:11][N:10]=[CH:9]2)[N:5]=[CH:4][N:3]=1.[NH3:13]. (4) Given the product [CH2:1]([O:3][C:4]([C:6]1[N:7]([N:16]=[CH:19][N:22]([CH3:24])[CH3:23])[C:8]([C:11]([O:13][CH2:14][CH3:15])=[O:12])=[CH:9][CH:10]=1)=[O:5])[CH3:2], predict the reactants needed to synthesize it. The reactants are: [CH2:1]([O:3][C:4]([C:6]1[N:7]([NH2:16])[C:8]([C:11]([O:13][CH2:14][CH3:15])=[O:12])=[CH:9][CH:10]=1)=[O:5])[CH3:2].CO[CH:19]([N:22]([CH3:24])[CH3:23])OC. (5) Given the product [CH3:61][C:51]1[CH:52]=[CH:53][C:54]([C:56]([OH:59])=[O:57])=[CH:55][C:50]=1[C:19]1([OH:20])[C@H:18]([O:17][CH2:10][C:11]2[CH:12]=[CH:13][CH:14]=[CH:15][CH:16]=2)[C@@H:24]([O:25][CH2:26][C:27]2[CH:32]=[CH:31][CH:30]=[CH:29][CH:28]=2)[C@H:23]([O:33][CH2:34][C:35]2[CH:36]=[CH:37][CH:38]=[CH:39][CH:40]=2)[C@@H:22]([CH2:41][O:42][CH2:43][C:44]2[CH:45]=[CH:46][CH:47]=[CH:48][CH:49]=2)[O:21]1, predict the reactants needed to synthesize it. The reactants are: S(=O)(=O)(O)N.Cl([O-])=O.[Na+].[CH2:10]([O:17][C@@H:18]1[C@@H:24]([O:25][CH2:26][C:27]2[CH:32]=[CH:31][CH:30]=[CH:29][CH:28]=2)[C@H:23]([O:33][CH2:34][C:35]2[CH:40]=[CH:39][CH:38]=[CH:37][CH:36]=2)[C@@H:22]([CH2:41][O:42][CH2:43][C:44]2[CH:49]=[CH:48][CH:47]=[CH:46][CH:45]=2)[O:21][C:19]1([C:50]1[CH:55]=[C:54]([CH:56]([O:59]C)[O:57]C)[CH:53]=[CH:52][C:51]=1[CH3:61])[OH:20])[C:11]1[CH:16]=[CH:15][CH:14]=[CH:13][CH:12]=1.